Dataset: Full USPTO retrosynthesis dataset with 1.9M reactions from patents (1976-2016). Task: Predict the reactants needed to synthesize the given product. (1) Given the product [O:9]=[C:8]1[NH:1][C:2]2[S:3][C:4]([C:13]([NH2:14])=[O:15])=[CH:5][C:6]=2[CH2:7]1, predict the reactants needed to synthesize it. The reactants are: [NH2:1][C:2]1[S:3][C:4]([C:13](=[O:15])[NH2:14])=[CH:5][C:6]=1[CH2:7][C:8](OCC)=[O:9].C[Al](C)C. (2) Given the product [Br:1][C:2]1[S:6][C:5]([CH:7]2[N:11]([C:12]3[CH:17]=[CH:16][C:15]([F:18])=[CH:14][C:13]=3[F:19])[N:10]=[C:9]([C:20](=[O:25])[C:21]([F:24])([F:23])[F:22])[CH2:8]2)=[CH:4][CH:3]=1, predict the reactants needed to synthesize it. The reactants are: [Br:1][C:2]1[S:6][C:5]([CH:7]2[N:11]([C:12]3[CH:17]=[CH:16][C:15]([F:18])=[CH:14][C:13]=3[F:19])[N:10]=[C:9]([CH:20]([OH:25])[C:21]([F:24])([F:23])[F:22])[CH2:8]2)=[CH:4][CH:3]=1. (3) Given the product [Si:7]([O:14][C:15]1[CH:20]=[CH:19][C:18]([N:28]2[C:29]([C:31]([O:33][CH2:34][CH3:35])=[O:32])=[CH:30][C:26]([Si:25]([CH3:24])([CH3:37])[CH3:36])=[N:27]2)=[CH:17][CH:16]=1)([C:10]([CH3:13])([CH3:12])[CH3:11])([CH3:9])[CH3:8], predict the reactants needed to synthesize it. The reactants are: N1C=CC=CC=1.[Si:7]([O:14][C:15]1[CH:20]=[CH:19][C:18](B(O)O)=[CH:17][CH:16]=1)([C:10]([CH3:13])([CH3:12])[CH3:11])([CH3:9])[CH3:8].[CH3:24][Si:25]([CH3:37])([CH3:36])[C:26]1[CH:30]=[C:29]([C:31]([O:33][CH2:34][CH3:35])=[O:32])[NH:28][N:27]=1.